This data is from Forward reaction prediction with 1.9M reactions from USPTO patents (1976-2016). The task is: Predict the product of the given reaction. (1) Given the reactants [CH2:1]([O:3][C:4](=[O:28])[CH2:5][C:6]1[CH:11]=[CH:10][C:9]([O:12][CH3:13])=[C:8]([O:14][C:15]2[CH:20]=[CH:19][C:18]([N+:21]([O-:23])=[O:22])=[CH:17][C:16]=2[CH2:24][NH:25][CH2:26][CH3:27])[CH:7]=1)[CH3:2].C(N(CC)CC)C.Cl[C:37]([O:39][CH2:40][C:41]1[CH:46]=[CH:45][CH:44]=[CH:43][CH:42]=1)=[O:38], predict the reaction product. The product is: [CH2:1]([O:3][C:4](=[O:28])[CH2:5][C:6]1[CH:11]=[CH:10][C:9]([O:12][CH3:13])=[C:8]([O:14][C:15]2[CH:20]=[CH:19][C:18]([N+:21]([O-:23])=[O:22])=[CH:17][C:16]=2[CH2:24][N:25]([C:37]([O:39][CH2:40][C:41]2[CH:46]=[CH:45][CH:44]=[CH:43][CH:42]=2)=[O:38])[CH2:26][CH3:27])[CH:7]=1)[CH3:2]. (2) Given the reactants [Cl:1][C:2]1[CH:7]=[CH:6][C:5]([C:8]2[N:9]([CH:14]3[CH2:16][CH2:15]3)[C:10](=[O:13])[NH:11][N:12]=2)=[CH:4][CH:3]=1.CC(C)([O-])C.[K+].[NH:23]1[C:27]([S:28](Cl)(=[O:30])=[O:29])=[N:26][CH:25]=[N:24]1.O, predict the reaction product. The product is: [Cl:1][C:2]1[CH:3]=[CH:4][C:5]([C:8]2[N:9]([CH:14]3[CH2:16][CH2:15]3)[C:10](=[O:13])[N:11]([S:28]([C:27]3[NH:23][N:24]=[CH:25][N:26]=3)(=[O:30])=[O:29])[N:12]=2)=[CH:6][CH:7]=1. (3) Given the reactants [CH3:1][C:2]1[N:7]2[N:8]=[CH:9][C:10]([C:11](O)=[O:12])=[C:6]2[N:5]=[CH:4][C:3]=1[CH2:14][C:15]1[CH:20]=[CH:19][CH:18]=[C:17]([O:21][C:22]([F:25])([F:24])[F:23])[CH:16]=1.[Cl-].[NH2:27][C:28](=[O:32])[CH2:29][CH2:30][NH3+:31].CN(C(ON1N=NC2C=CC=CC1=2)=[N+](C)C)C.[B-](F)(F)(F)F.C(N(CC)C(C)C)(C)C, predict the reaction product. The product is: [NH2:27][C:28](=[O:32])[CH2:29][CH2:30][NH:31][C:11]([C:10]1[CH:9]=[N:8][N:7]2[C:2]([CH3:1])=[C:3]([CH2:14][C:15]3[CH:20]=[CH:19][CH:18]=[C:17]([O:21][C:22]([F:23])([F:24])[F:25])[CH:16]=3)[CH:4]=[N:5][C:6]=12)=[O:12]. (4) Given the reactants [Cl-].[Al+3].[Cl-].[Cl-].[Cl:5][CH2:6][C:7](Cl)=[O:8].[CH3:10][N:11]1[C:15]([CH3:16])=[CH:14][CH:13]=[C:12]1[CH3:17].[Cl-], predict the reaction product. The product is: [Cl:5][CH2:6][C:7]([C:13]1[CH:14]=[C:15]([CH3:16])[N:11]([CH3:10])[C:12]=1[CH3:17])=[O:8]. (5) The product is: [N:21]([C@H:7]1[CH2:6][N:5]([C:14]([O:16][C:17]([CH3:20])([CH3:19])[CH3:18])=[O:15])[C@@H:4]([CH2:3][O:2][CH3:1])[CH2:8]1)=[N+:22]=[N-:23]. Given the reactants [CH3:1][O:2][CH2:3][C@H:4]1[CH2:8][C@H:7](OS(C)(=O)=O)[CH2:6][N:5]1[C:14]([O:16][C:17]([CH3:20])([CH3:19])[CH3:18])=[O:15].[N-:21]=[N+:22]=[N-:23].[Na+], predict the reaction product. (6) Given the reactants [CH3:1][C:2]([C:9]1[CH:16]=[CH:15][C:12]([CH:13]=[O:14])=[CH:11][CH:10]=1)([CH3:8])[CH2:3][CH2:4][CH:5]([CH3:7])[CH3:6].C(C(C1C=CC(C=O)=CC=1)(C)CC)C.[BH4-].[K+], predict the reaction product. The product is: [CH3:8][C:2]([C:9]1[CH:16]=[CH:15][C:12]([CH2:13][OH:14])=[CH:11][CH:10]=1)([CH3:1])[CH2:3][CH2:4][CH:5]([CH3:7])[CH3:6]. (7) Given the reactants [CH:1]([CH:4]1[CH2:9][NH:8][CH2:7][CH2:6][NH:5]1)([CH3:3])[CH3:2].[Br:10][C:11]1[N:12]=[N:13][C:14](Br)=[CH:15][CH:16]=1, predict the reaction product. The product is: [Br:10][C:11]1[N:12]=[N:13][C:14]([N:8]2[CH2:7][CH2:6][NH:5][CH:4]([CH:1]([CH3:3])[CH3:2])[CH2:9]2)=[CH:15][CH:16]=1.